Dataset: Reaction yield outcomes from USPTO patents with 853,638 reactions. Task: Predict the reaction yield, written as a fraction of the theoretical maximum amount of product (1.0 means a 100% yield; for example, 0.34 means a 34% yield). The reactants are [C:1]([O:5][C:6]([NH:8][C:9]1[S:10][C:11]([C:17]2([CH3:20])[CH2:19][CH2:18]2)=[C:12]([C:14](O)=[O:15])[N:13]=1)=[O:7])([CH3:4])([CH3:3])[CH3:2].C(N(CC)CC)C.ClC(OCC(C)C)=O.[BH4-].[Na+].CO. The catalyst is C1COCC1. The product is [C:1]([O:5][C:6](=[O:7])[NH:8][C:9]1[S:10][C:11]([C:17]2([CH3:20])[CH2:19][CH2:18]2)=[C:12]([CH2:14][OH:15])[N:13]=1)([CH3:4])([CH3:2])[CH3:3]. The yield is 0.580.